From a dataset of Reaction yield outcomes from USPTO patents with 853,638 reactions. Predict the reaction yield, written as a fraction of the theoretical maximum amount of product (1.0 means a 100% yield; for example, 0.34 means a 34% yield). (1) The reactants are [Cl:1][C:2]1[C:14]([O:15][CH3:16])=[C:13]([Cl:17])[C:12]([F:18])=[CH:11][C:3]=1[C:4]([CH2:6][C:7]([O:9][CH3:10])=[O:8])=[O:5].[CH:19](OCC)(OCC)OCC.C(OC(=O)C)(=O)C.[CH:36]1([NH2:39])[CH2:38][CH2:37]1. No catalyst specified. The product is [Cl:1][C:2]1[C:14]([O:15][CH3:16])=[C:13]([Cl:17])[C:12]([F:18])=[CH:11][C:3]=1[C:4]([C:6](=[CH:19][NH:39][CH:36]1[CH2:38][CH2:37]1)[C:7]([O:9][CH3:10])=[O:8])=[O:5]. The yield is 0.729. (2) The reactants are [CH3:1][O:2][C:3]1[CH:42]=[CH:41][C:6]([CH2:7][C@@H:8]2[C@@H:16]([O:17][Si](C(C)C)(C(C)C)C(C)C)[C@H:15]([CH3:28])[O:14][C:13](=[O:29])[C@@H:12]([N:30]([CH2:38][O:39][CH3:40])[C:31](=[O:37])[O:32][C:33]([CH3:36])([CH3:35])[CH3:34])[CH2:11][CH2:10][CH2:9]2)=[CH:5][CH:4]=1.CCCC[N+](CCCC)(CCCC)CCCC.[F-]. The catalyst is C1COCC1. The product is [OH:17][C@H:16]1[C@H:15]([CH3:28])[O:14][C:13](=[O:29])[C@@H:12]([N:30]([CH2:38][O:39][CH3:40])[C:31](=[O:37])[O:32][C:33]([CH3:36])([CH3:34])[CH3:35])[CH2:11][CH2:10][CH2:9][C@@H:8]1[CH2:7][C:6]1[CH:41]=[CH:42][C:3]([O:2][CH3:1])=[CH:4][CH:5]=1. The yield is 0.590. (3) The reactants are [CH3:1][S-:2].[Na+].Cl[C:5]1[C:6]2[S:13][CH:12]=[CH:11][C:7]=2[N:8]=[CH:9][N:10]=1.O. The catalyst is CN(C=O)C. The product is [CH3:1][S:2][C:5]1[C:6]2[S:13][CH:12]=[CH:11][C:7]=2[N:8]=[CH:9][N:10]=1. The yield is 0.690. (4) The reactants are [N:1]1[C:10]2[CH2:9][CH2:8][CH2:7][CH2:6][C:5]=2[CH:4]=[CH:3][CH:2]=1.C([N-]C(C)C)(C)C.[Li+].N#N.C([Li])CCC.[N:26](OCCC(C)C)=[O:27]. The catalyst is CC(OC)(C)C.C(Cl)Cl.O. The product is [N:1]1[C:10]2[C:9](=[N:26][OH:27])[CH2:8][CH2:7][CH2:6][C:5]=2[CH:4]=[CH:3][CH:2]=1. The yield is 0.750.